This data is from Forward reaction prediction with 1.9M reactions from USPTO patents (1976-2016). The task is: Predict the product of the given reaction. (1) Given the reactants [C:1]([C:3]1[C:4]([CH2:21][CH:22]([CH3:24])[CH3:23])=[N:5][C:6]([CH3:20])=[C:7]([C:12]=1[C:13]1[CH:18]=[CH:17][C:16]([CH3:19])=[CH:15][CH:14]=1)[C:8]([O:10][CH3:11])=[O:9])#[N:2].N.O1CCCC1, predict the reaction product. The product is: [NH2:2][CH2:1][C:3]1[C:4]([CH2:21][CH:22]([CH3:24])[CH3:23])=[N:5][C:6]([CH3:20])=[C:7]([C:12]=1[C:13]1[CH:14]=[CH:15][C:16]([CH3:19])=[CH:17][CH:18]=1)[C:8]([O:10][CH3:11])=[O:9]. (2) Given the reactants [CH3:1][O:2][C:3]1[CH:4]=[C:5]2[C:9](=[CH:10][C:11]=1[O:12][CH3:13])[NH:8][C:7]([CH2:14][NH:15][C:16]([C:29]1[CH:34]=[CH:33][CH:32]=[CH:31][CH:30]=1)([C:23]1[CH:28]=[CH:27][CH:26]=[CH:25][CH:24]=1)[C:17]1[CH:22]=[CH:21][CH:20]=[CH:19][CH:18]=1)=[C:6]2[C:35]1[CH:40]=[CH:39][C:38]([O:41][CH3:42])=[CH:37][CH:36]=1.[H-].[Na+].Br[CH2:46][C:47]([O:49][CH3:50])=[O:48].[NH4+].[Cl-], predict the reaction product. The product is: [CH3:50][O:49][C:47](=[O:48])[CH2:46][N:8]1[C:9]2[C:5](=[CH:4][C:3]([O:2][CH3:1])=[C:11]([O:12][CH3:13])[CH:10]=2)[C:6]([C:35]2[CH:40]=[CH:39][C:38]([O:41][CH3:42])=[CH:37][CH:36]=2)=[C:7]1[CH2:14][NH:15][C:16]([C:17]1[CH:18]=[CH:19][CH:20]=[CH:21][CH:22]=1)([C:23]1[CH:28]=[CH:27][CH:26]=[CH:25][CH:24]=1)[C:29]1[CH:30]=[CH:31][CH:32]=[CH:33][CH:34]=1. (3) Given the reactants [C:1]1([CH3:12])[CH:6]=[CH:5][CH:4]=[CH:3][C:2]=1[C:7](=[O:11])[C:8](=[O:10])[CH3:9].[Br:13]Br, predict the reaction product. The product is: [Br:13][CH2:9][C:8](=[O:10])[C:7]([C:2]1[CH:3]=[CH:4][CH:5]=[CH:6][C:1]=1[CH3:12])=[O:11].